Dataset: Catalyst prediction with 721,799 reactions and 888 catalyst types from USPTO. Task: Predict which catalyst facilitates the given reaction. (1) Reactant: Br[CH2:2][C:3](=O)[C:4]([F:7])([F:6])[F:5].[NH2:9][C:10](=[S:16])[C:11]([O:13][CH2:14][CH3:15])=[O:12]. Product: [F:5][C:4]([F:7])([F:6])[C:3]1[N:9]=[C:10]([C:11]([O:13][CH2:14][CH3:15])=[O:12])[S:16][CH:2]=1. The catalyst class is: 8. (2) Reactant: Cl.C(OC([N:9]1[CH2:13][CH2:12][C:11]([C:17](=[O:54])[NH:18][C:19]2[CH:20]=[C:21]3[C:25](=[CH:26][CH:27]=2)[N:24](C(C2C=CC=CC=2)(C2C=CC=CC=2)C2C=CC=CC=2)[N:23]=[C:22]3[C:47]2[CH:52]=[CH:51][C:50]([F:53])=[CH:49][CH:48]=2)([NH:14][CH:15]=[O:16])[CH2:10]1)=O)(C)(C)C. Product: [F:53][C:50]1[CH:51]=[CH:52][C:47]([C:22]2[C:21]3[C:25](=[CH:26][CH:27]=[C:19]([NH:18][C:17]([C:11]4([NH:14][CH:15]=[O:16])[CH2:12][CH2:13][NH:9][CH2:10]4)=[O:54])[CH:20]=3)[NH:24][N:23]=2)=[CH:48][CH:49]=1. The catalyst class is: 2. (3) Reactant: [I:1][C:2]1[N:3]=[CH:4][NH:5][CH:6]=1.[C:7]1([C:13](Cl)([C:20]2[CH:25]=[CH:24][CH:23]=[CH:22][CH:21]=2)[C:14]2[CH:19]=[CH:18][CH:17]=[CH:16][CH:15]=2)[CH:12]=[CH:11][CH:10]=[CH:9][CH:8]=1.C(N(CC)CC)C.O. Product: [I:1][C:2]1[N:3]=[CH:4][N:5]([C:13]([C:7]2[CH:12]=[CH:11][CH:10]=[CH:9][CH:8]=2)([C:20]2[CH:21]=[CH:22][CH:23]=[CH:24][CH:25]=2)[C:14]2[CH:15]=[CH:16][CH:17]=[CH:18][CH:19]=2)[CH:6]=1. The catalyst class is: 9. (4) Reactant: [NH2:1][CH2:2][C:3]1[CH:8]=[C:7]([CH:9]=[CH2:10])[C:6]([NH:11][S:12]([CH3:15])(=[O:14])=[O:13])=[C:5]([F:16])[CH:4]=1.[C:17]([C:21]1[CH:26]=[CH:25][C:24]([CH:27]=[C:28]([F:32])[C:29](O)=[O:30])=[CH:23][CH:22]=1)([CH3:20])([CH3:19])[CH3:18].CCOC(OC(OCC)=O)=O. Product: [C:17]([C:21]1[CH:22]=[CH:23][C:24]([CH:27]=[C:28]([F:32])[C:29]([NH:1][CH2:2][C:3]2[CH:8]=[C:7]([CH:9]=[CH2:10])[C:6]([NH:11][S:12]([CH3:15])(=[O:14])=[O:13])=[C:5]([F:16])[CH:4]=2)=[O:30])=[CH:25][CH:26]=1)([CH3:20])([CH3:18])[CH3:19]. The catalyst class is: 3. (5) Reactant: CS(C)=O.[Br:5][C:6]1[CH:7]=[N:8][C:9](Cl)=[N:10][CH:11]=1.[C-:13]#[N:14].[Na+]. Product: [Br:5][C:6]1[CH:7]=[N:8][C:9]([C:13]#[N:14])=[N:10][CH:11]=1. The catalyst class is: 238. (6) Product: [ClH:33].[ClH:33].[CH:1]([S:4][C:5]1[S:32][C:8]2[O:9][C:10]3[CH:30]=[C:29]([CH3:31])[CH:28]=[CH:27][C:11]=3[N:12]=[C:13]([N:14]3[CH2:19][CH2:18][N:17]([CH2:20][C:21]([CH3:25])([CH3:26])[C:22]([OH:24])=[O:23])[CH2:16][CH2:15]3)[C:7]=2[CH:6]=1)([CH3:3])[CH3:2]. Reactant: [CH:1]([S:4][C:5]1[S:32][C:8]2[O:9][C:10]3[CH:30]=[C:29]([CH3:31])[CH:28]=[CH:27][C:11]=3[N:12]=[C:13]([N:14]3[CH2:19][CH2:18][N:17]([CH2:20][C:21]([CH3:26])([CH3:25])[C:22]([OH:24])=[O:23])[CH2:16][CH2:15]3)[C:7]=2[CH:6]=1)([CH3:3])[CH3:2].[ClH:33]. The catalyst class is: 10. (7) Reactant: [C:1]([O:5][C:6]([NH:8][C:9]1[CH:14]=[CH:13][C:12]([C:15]([F:18])([F:17])[F:16])=[CH:11][CH:10]=1)=[O:7])([CH3:4])([CH3:3])[CH3:2].C([Li])(C)(C)C.[N+](=C)=[N-]. Product: [C:1]([O:5][C:6]([NH:8][C:9]1[CH:10]=[CH:11][C:12]([C:15]([F:16])([F:17])[F:18])=[CH:13][C:14]=1[C:6]([O:5][CH3:1])=[O:7])=[O:7])([CH3:4])([CH3:2])[CH3:3]. The catalyst class is: 116. (8) Reactant: O(C)S(C(F)(F)F)(=O)=O.CN(C1C2C(N(C)C)=CC=CC=2C=CC=1)C.[CH3:26][O:27][C:28](=[O:60])[CH2:29][CH2:30][CH2:31]/[CH:32]=[CH:33]\[CH2:34][C@H:35]1[C:39](=[O:40])[CH2:38][C@@H:37]([O:41][CH3:42])[C@@H:36]1/[CH:43]=[CH:44]/[CH2:45][CH:46]([C:49]1([CH2:53][C:54]2[S:55][C:56]([Cl:59])=[CH:57][CH:58]=2)[CH2:52][CH2:51][CH2:50]1)[O:47]C. Product: [CH3:26][O:27][C:28](=[O:60])[CH2:29][CH2:30][CH2:31]/[CH:32]=[CH:33]\[CH2:34][C@H:35]1[C:39](=[O:40])[CH2:38][C@@H:37]([O:41][CH3:42])[C@@H:36]1/[CH:43]=[CH:44]/[CH2:45][CH:46]([C:49]1([CH2:53][C:54]2[S:55][C:56]([Cl:59])=[CH:57][CH:58]=2)[CH2:50][CH2:51][CH2:52]1)[OH:47]. The catalyst class is: 11.